Task: Predict the reactants needed to synthesize the given product.. Dataset: Full USPTO retrosynthesis dataset with 1.9M reactions from patents (1976-2016) (1) The reactants are: Cl[C:2]1[CH:3]=[CH:4][C:5]2[O:14][CH2:13][CH2:12][C:11]3[CH:10]=[C:9]([C:15]4[N:16]([C:20]5[CH:25]=[CH:24][C:23]([F:26])=[CH:22][C:21]=5[F:27])[N:17]=[CH:18][N:19]=4)[S:8][C:7]=3[C:6]=2[N:28]=1.[NH:29]1[CH2:34][CH2:33][NH:32][CH2:31][C:30]1=[O:35].CC([O-])(C)C.[Na+].CC(C1C=C(C(C)C)C(C2C=CC=CC=2P(C2CCCCC2)C2CCCCC2)=C(C(C)C)C=1)C. Given the product [F:27][C:21]1[CH:22]=[C:23]([F:26])[CH:24]=[CH:25][C:20]=1[N:16]1[C:15]([C:9]2[S:8][C:7]3[C:6]4[N:28]=[C:2]([N:32]5[CH2:33][CH2:34][NH:29][C:30](=[O:35])[CH2:31]5)[CH:3]=[CH:4][C:5]=4[O:14][CH2:13][CH2:12][C:11]=3[CH:10]=2)=[N:19][CH:18]=[N:17]1, predict the reactants needed to synthesize it. (2) Given the product [CH3:16][O:17][C:18]1[CH:32]=[CH:31][C:21]([C:22]([N:24]2[CH2:25][CH2:26][C:27]3([CH2:9][C:8](=[O:10])[C:3]4[C:2](=[CH:7][CH:6]=[CH:5][CH:4]=4)[O:1]3)[CH2:28][CH2:29]2)=[O:23])=[CH:20][C:19]=1[C:33]([F:36])([F:34])[F:35], predict the reactants needed to synthesize it. The reactants are: [OH:1][C:2]1[CH:7]=[CH:6][CH:5]=[CH:4][C:3]=1[C:8](=[O:10])[CH3:9].N1CCCC1.[CH3:16][O:17][C:18]1[CH:32]=[CH:31][C:21]([C:22]([N:24]2[CH2:29][CH2:28][C:27](=O)[CH2:26][CH2:25]2)=[O:23])=[CH:20][C:19]=1[C:33]([F:36])([F:35])[F:34].Cl. (3) Given the product [Cl:1][C:2]1[CH:3]=[CH:4][C:5]([S:8][CH2:9][CH2:10][NH:11][CH2:12][C:13]([O:15][CH2:16][CH3:17])=[O:14])=[CH:6][CH:7]=1, predict the reactants needed to synthesize it. The reactants are: [Cl:1][C:2]1[CH:7]=[CH:6][C:5]([S:8][CH2:9][CH2:10][NH:11][CH2:12][C:13]([O:15][C:16](C)(C)[CH3:17])=[O:14])=[CH:4][CH:3]=1.Cl. (4) Given the product [CH2:1]([C:8]1[S:12][C:11]([CH:28]=[O:29])=[N:10][CH:9]=1)[C:2]1[CH:7]=[CH:6][CH:5]=[CH:4][CH:3]=1, predict the reactants needed to synthesize it. The reactants are: [CH2:1]([C:8]1[S:12][C:11](Br)=[N:10][CH:9]=1)[C:2]1[CH:7]=[CH:6][CH:5]=[CH:4][CH:3]=1.[Li]CCCC.CCCCCC.CN([CH:28]=[O:29])C. (5) Given the product [C:23]([O:27][C:28]([N:30]1[CH2:31][CH2:32][N:33]([C:36]2[NH:37][C:38]([C:44]3[CH:45]=[CH:46][N:47]=[C:48]([C:9]4[CH:14]=[N:13][C:12]([N:15]5[CH2:21][CH2:20][CH2:19][O:18][CH2:17][CH2:16]5)=[N:11][CH:10]=4)[CH:49]=3)=[C:39]([CH3:43])[C:40]=2[C:41]#[N:42])[CH2:34][CH2:35]1)=[O:29])([CH3:26])([CH3:24])[CH3:25], predict the reactants needed to synthesize it. The reactants are: CC1(C)C(C)(C)OB([C:9]2[CH:10]=[N:11][C:12]([N:15]3[CH2:21][CH2:20][CH2:19][O:18][CH2:17][CH2:16]3)=[N:13][CH:14]=2)O1.[C:23]([O:27][C:28]([N:30]1[CH2:35][CH2:34][N:33]([C:36]2[NH:37][C:38]([C:44]3[CH:49]=[CH:48][N:47]=[C:46](Cl)[CH:45]=3)=[C:39]([CH3:43])[C:40]=2[C:41]#[N:42])[CH2:32][CH2:31]1)=[O:29])([CH3:26])([CH3:25])[CH3:24].